From a dataset of Catalyst prediction with 721,799 reactions and 888 catalyst types from USPTO. Predict which catalyst facilitates the given reaction. (1) Reactant: F[C:2]1[C:22]([F:23])=[CH:21][C:5]2[C:6]3[C:7](=[O:20])[C:8]([C:15]([O:17][CH2:18][CH3:19])=[O:16])=[CH:9][N:10]([CH3:14])[C:11]=3[CH:12]=[N:13][C:4]=2[CH:3]=1.[NH:24]1[CH2:28][CH2:27][CH2:26][CH2:25]1. Product: [F:23][C:22]1[C:2]([N:24]2[CH2:28][CH2:27][CH2:26][CH2:25]2)=[CH:3][C:4]2[N:13]=[CH:12][C:11]3[N:10]([CH3:14])[CH:9]=[C:8]([C:15]([O:17][CH2:18][CH3:19])=[O:16])[C:7](=[O:20])[C:6]=3[C:5]=2[CH:21]=1. The catalyst class is: 9. (2) Reactant: [Si:1]([O:8][CH2:9][C:10]1[N:15]=[CH:14][C:13]2[N:16]=[CH:17][N:18]([C:19]3[S:23][C:22]([C:24]([O:26][CH3:27])=[O:25])=[C:21]([OH:28])[CH:20]=3)[C:12]=2[CH:11]=1)([C:4]([CH3:7])([CH3:6])[CH3:5])([CH3:3])[CH3:2].[Cl:29][C:30]1[CH:31]=[C:32]([CH:35]=[CH:36][C:37]=1[CH:38](O)[CH3:39])[C:33]#[N:34].C1(P(C2C=CC=CC=2)C2C=CC=CC=2)C=CC=CC=1.N(C(OC(C)(C)C)=O)=NC(OC(C)(C)C)=O. Product: [Si:1]([O:8][CH2:9][C:10]1[N:15]=[CH:14][C:13]2[N:16]=[CH:17][N:18]([C:19]3[S:23][C:22]([C:24]([O:26][CH3:27])=[O:25])=[C:21]([O:28][CH:38]([C:37]4[CH:36]=[CH:35][C:32]([C:33]#[N:34])=[CH:31][C:30]=4[Cl:29])[CH3:39])[CH:20]=3)[C:12]=2[CH:11]=1)([C:4]([CH3:5])([CH3:6])[CH3:7])([CH3:2])[CH3:3]. The catalyst class is: 4. (3) Reactant: [CH3:1][O:2][C:3]([C:5]1[CH:22]=[CH:21][CH:20]=[CH:19][C:6]=1[CH2:7][S:8][C:9]1[CH:14]=[CH:13][C:12]([CH2:15][C:16]([OH:18])=O)=[CH:11][CH:10]=1)=[O:4].[F:23][C:24]1[CH:38]=[C:37]([F:39])[CH:36]=[CH:35][C:25]=1[CH2:26][NH:27][CH2:28][CH2:29][CH2:30][CH2:31][CH2:32][CH2:33][CH3:34].C1C=CC2N(O)N=NC=2C=1.CN(C(ON1N=NC2C=CC=CC1=2)=[N+](C)C)C.[B-](F)(F)(F)F.CCN(C(C)C)C(C)C. Product: [F:23][C:24]1[CH:38]=[C:37]([F:39])[CH:36]=[CH:35][C:25]=1[CH2:26][N:27]([CH2:28][CH2:29][CH2:30][CH2:31][CH2:32][CH2:33][CH3:34])[C:16](=[O:18])[CH2:15][C:12]1[CH:11]=[CH:10][C:9]([S:8][CH2:7][C:6]2[CH:19]=[CH:20][CH:21]=[CH:22][C:5]=2[C:3]([O:2][CH3:1])=[O:4])=[CH:14][CH:13]=1. The catalyst class is: 3. (4) Reactant: [CH3:1][NH2:2].[NH2:3][C:4]([NH:6][C:7]1[NH:8][C:9]2[C:14]([C:15]=1[C:16]([NH2:18])=[O:17])=[CH:13][CH:12]=[C:11]([C:19]1[O:20][C:21]([CH:24]=O)=[CH:22][CH:23]=1)[CH:10]=2)=[O:5].[BH4-].[Na+]. Product: [NH2:3][C:4]([NH:6][C:7]1[NH:8][C:9]2[C:14]([C:15]=1[C:16]([NH2:18])=[O:17])=[CH:13][CH:12]=[C:11]([C:19]1[O:20][C:21]([CH2:24][NH:2][CH3:1])=[CH:22][CH:23]=1)[CH:10]=2)=[O:5]. The catalyst class is: 5.